From a dataset of Forward reaction prediction with 1.9M reactions from USPTO patents (1976-2016). Predict the product of the given reaction. (1) Given the reactants [NH2:1][CH:2]([C:11]1[C:16]([O:17][CH3:18])=[CH:15][N:14]=[CH:13][C:12]=1[O:19][CH3:20])[CH2:3][CH2:4][CH2:5][CH2:6][C:7]([O:9]C)=O.[C:21]1([C:27]2[S:28][CH:29]=[C:30]([CH:32]=O)[N:31]=2)[CH:26]=[CH:25][CH:24]=[CH:23][CH:22]=1, predict the reaction product. The product is: [CH3:20][O:19][C:12]1[CH:13]=[N:14][CH:15]=[C:16]([O:17][CH3:18])[C:11]=1[CH:2]1[N:1]([CH2:32][C:30]2[N:31]=[C:27]([C:21]3[CH:22]=[CH:23][CH:24]=[CH:25][CH:26]=3)[S:28][CH:29]=2)[C:7](=[O:9])[CH2:6][CH2:5][CH2:4][CH2:3]1. (2) The product is: [Cl:10][C:11]1[C:12]([NH:31][C:32]2[CH:37]=[CH:36][C:35]([O:38][CH3:39])=[CH:34][C:33]=2[NH:40][S:41]([CH3:44])(=[O:43])=[O:42])=[N:13][C:14]([NH:17][C:18]2[CH:23]=[CH:22][CH:21]=[C:20]([CH2:24][CH2:25][CH2:26][OH:27])[C:19]=2[CH3:30])=[N:15][CH:16]=1. Given the reactants CC(C[AlH]CC(C)C)C.[Cl:10][C:11]1[C:12]([NH:31][C:32]2[CH:37]=[CH:36][C:35]([O:38][CH3:39])=[CH:34][C:33]=2[NH:40][S:41]([CH3:44])(=[O:43])=[O:42])=[N:13][C:14]([NH:17][C:18]2[C:19]([CH3:30])=[C:20]([CH2:24][CH2:25][C:26](OC)=[O:27])[CH:21]=[CH:22][CH:23]=2)=[N:15][CH:16]=1, predict the reaction product. (3) Given the reactants Br[C:2]1[CH:7]=[CH:6][C:5]([N:8]2[C:17]3[C:12](=[CH:13][CH:14]=[CH:15][CH:16]=3)[CH2:11][CH2:10][CH2:9]2)=[C:4]([N+:18]([O-:20])=[O:19])[CH:3]=1.B([C:24]1[CH:32]=[C:31]([F:33])[CH:30]=[CH:29][C:25]=1[C:26]([OH:28])=[O:27])(O)O.C([O-])([O-])=O.[K+].[K+].O, predict the reaction product. The product is: [N:8]1([C:5]2[CH:6]=[CH:7][C:2]([C:24]3[C:25]([C:26]([OH:28])=[O:27])=[CH:29][CH:30]=[C:31]([F:33])[CH:32]=3)=[CH:3][C:4]=2[N+:18]([O-:20])=[O:19])[C:17]2[C:12](=[CH:13][CH:14]=[CH:15][CH:16]=2)[CH2:11][CH2:10][CH2:9]1.